From a dataset of Full USPTO retrosynthesis dataset with 1.9M reactions from patents (1976-2016). Predict the reactants needed to synthesize the given product. Given the product [Cl:15][C:2]1[CH:10]=[CH:9][CH:8]=[CH:7][C:3]=1[C:4]1[N:6]=[C:4]([N:16]2[CH2:20][CH2:19][CH2:18][CH2:17]2)[C:3]2[C:2](=[CH:10][CH:9]=[CH:8][C:7]=2[C:11]([F:14])([F:13])[F:12])[N:1]=1, predict the reactants needed to synthesize it. The reactants are: [NH2:1][C:2]1[CH:10]=[CH:9][CH:8]=[C:7]([C:11]([F:14])([F:13])[F:12])[C:3]=1[C:4]([NH2:6])=O.[Cl-:15].[NH:16]1[CH2:20][CH2:19][CH2:18][CH2:17]1.